This data is from Full USPTO retrosynthesis dataset with 1.9M reactions from patents (1976-2016). The task is: Predict the reactants needed to synthesize the given product. Given the product [C:1]([N:4]1[CH2:5][CH2:6][N:7]([C:10]2[N:15]=[C:14]([O:16][CH2:17][CH3:18])[C:13]([NH:19][C:20]([C:22]3[C:26]4[C:27](=[O:42])[N:28]([CH2:31][CH2:32][CH2:33][OH:34])[CH2:29][CH2:30][C:25]=4[O:24][CH:23]=3)=[O:21])=[CH:12][CH:11]=2)[CH2:8][CH2:9]1)(=[O:3])[CH3:2], predict the reactants needed to synthesize it. The reactants are: [C:1]([N:4]1[CH2:9][CH2:8][N:7]([C:10]2[N:15]=[C:14]([O:16][CH2:17][CH3:18])[C:13]([NH:19][C:20]([C:22]3[C:26]4[C:27](=[O:42])[N:28]([CH2:31][CH2:32][CH2:33][O:34]CC5C=CC=CC=5)[CH2:29][CH2:30][C:25]=4[O:24][CH:23]=3)=[O:21])=[CH:12][CH:11]=2)[CH2:6][CH2:5]1)(=[O:3])[CH3:2].C(N1CCN(C2N=C(OCC)C(NC(C3C4C(=O)N(CCOCC5C=CC=CC=5)CCC=4OC=3)=O)=CC=2)CC1)(=O)C.